Regression. Given two drug SMILES strings and cell line genomic features, predict the synergy score measuring deviation from expected non-interaction effect. From a dataset of NCI-60 drug combinations with 297,098 pairs across 59 cell lines. (1) Drug 1: CC1=C(C=C(C=C1)C(=O)NC2=CC(=CC(=C2)C(F)(F)F)N3C=C(N=C3)C)NC4=NC=CC(=N4)C5=CN=CC=C5. Drug 2: C(CCl)NC(=O)N(CCCl)N=O. Cell line: NCI-H322M. Synergy scores: CSS=-1.30, Synergy_ZIP=0.740, Synergy_Bliss=-0.324, Synergy_Loewe=-0.864, Synergy_HSA=-1.63. (2) Drug 1: CC12CCC3C(C1CCC2=O)CC(=C)C4=CC(=O)C=CC34C. Drug 2: CN(C)C1=NC(=NC(=N1)N(C)C)N(C)C. Cell line: SF-295. Synergy scores: CSS=38.7, Synergy_ZIP=-1.38, Synergy_Bliss=-3.23, Synergy_Loewe=-2.40, Synergy_HSA=-2.56. (3) Drug 1: CC1=C(N=C(N=C1N)C(CC(=O)N)NCC(C(=O)N)N)C(=O)NC(C(C2=CN=CN2)OC3C(C(C(C(O3)CO)O)O)OC4C(C(C(C(O4)CO)O)OC(=O)N)O)C(=O)NC(C)C(C(C)C(=O)NC(C(C)O)C(=O)NCCC5=NC(=CS5)C6=NC(=CS6)C(=O)NCCC[S+](C)C)O. Drug 2: C1CN(P(=O)(OC1)NCCCl)CCCl. Cell line: NCIH23. Synergy scores: CSS=41.0, Synergy_ZIP=-0.796, Synergy_Bliss=-0.900, Synergy_Loewe=-38.0, Synergy_HSA=0.961. (4) Drug 1: C1=NC2=C(N=C(N=C2N1C3C(C(C(O3)CO)O)F)Cl)N. Drug 2: C1=NNC2=C1C(=O)NC=N2. Cell line: SK-MEL-5. Synergy scores: CSS=1.53, Synergy_ZIP=-1.89, Synergy_Bliss=-4.40, Synergy_Loewe=-1.08, Synergy_HSA=-4.63.